Predict the product of the given reaction. From a dataset of Forward reaction prediction with 1.9M reactions from USPTO patents (1976-2016). (1) Given the reactants F[P-](F)(F)(F)(F)F.C([N+]1C=CN(C)C=1)CCC.[C:18]([N:21]1[CH2:26][CH2:25][NH:24][CH2:23][CH2:22]1)(=[O:20])[CH3:19].F[C:28]1[CH:33]=[CH:32][C:31]([N+:34]([O-:36])=[O:35])=[CH:30][C:29]=1[CH3:37], predict the reaction product. The product is: [C:18]([N:21]1[CH2:26][CH2:25][N:24]([C:28]2[CH:33]=[CH:32][C:31]([N+:34]([O-:36])=[O:35])=[CH:30][C:29]=2[CH3:37])[CH2:23][CH2:22]1)(=[O:20])[CH3:19]. (2) Given the reactants [CH3:1][S:2]([OH:5])(=[O:4])=[O:3].[CH3:6][O:7][C:8]1[CH:9]=[C:10](/[C:16](=[CH:19]/[C:20]2[CH:25]=[CH:24][N:23]=[CH:22][CH:21]=2)/[C:17]#[N:18])[CH:11]=[CH:12][C:13]=1[O:14][CH3:15], predict the reaction product. The product is: [CH3:1][S:2]([OH:5])(=[O:4])=[O:3].[CH3:6][O:7][C:8]1[CH:9]=[C:10](/[C:16](=[CH:19]/[C:20]2[CH:21]=[CH:22][N:23]=[CH:24][CH:25]=2)/[C:17]#[N:18])[CH:11]=[CH:12][C:13]=1[O:14][CH3:15]. (3) Given the reactants C(OC([N:8]1[C:16]2[C:11](=[CH:12][C:13]([O:17][CH3:18])=[CH:14][CH:15]=2)[CH:10]=[C:9]1[C:19]1[CH:24]=[CH:23][C:22](/[CH:25]=[CH:26]/[C:27]2[N:28]([CH2:40][C:41]3[CH:46]=[CH:45][C:44]([C:47]([OH:49])=[O:48])=[CH:43][CH:42]=3)[CH:29]=[C:30]([C:32]3[CH:37]=[CH:36][C:35]([Cl:38])=[CH:34][C:33]=3[Cl:39])[N:31]=2)=[CH:21][CH:20]=1)=O)(C)(C)C.Cl, predict the reaction product. The product is: [Cl:39][C:33]1[CH:34]=[C:35]([Cl:38])[CH:36]=[CH:37][C:32]=1[C:30]1[N:31]=[C:27](/[CH:26]=[CH:25]/[C:22]2[CH:23]=[CH:24][C:19]([C:9]3[NH:8][C:16]4[C:11]([CH:10]=3)=[CH:12][C:13]([O:17][CH3:18])=[CH:14][CH:15]=4)=[CH:20][CH:21]=2)[N:28]([CH2:40][C:41]2[CH:42]=[CH:43][C:44]([C:47]([OH:49])=[O:48])=[CH:45][CH:46]=2)[CH:29]=1. (4) Given the reactants Cl.[S:2]1[CH:6]=[CH:5][N:4]=[C:3]1[C:7](=[NH:9])[NH2:8].[Cl:10][C:11]1[CH:18]=[CH:17][CH:16]=[CH:15][C:12]=1[CH:13]=O.O=[C:20]([CH3:27])[CH2:21][C:22]([O:24][CH2:25][CH3:26])=[O:23], predict the reaction product. The product is: [Cl:10][C:11]1[CH:18]=[CH:17][CH:16]=[CH:15][C:12]=1[CH:13]1[C:21]([C:22]([O:24][CH2:25][CH3:26])=[O:23])=[C:20]([CH3:27])[NH:8][C:7]([C:3]2[S:2][CH:6]=[CH:5][N:4]=2)=[N:9]1. (5) Given the reactants [C:1]([O:5][C:6]([N:8]1[CH2:12][CH:11]=[CH:10][CH2:9]1)=[O:7])([CH3:4])([CH3:3])[CH3:2].C1C=C(Cl)C=C(C(OO)=[O:21])C=1, predict the reaction product. The product is: [C:1]([O:5][C:6]([N:8]1[CH2:12][CH:11]2[CH:10]([O:21]2)[CH2:9]1)=[O:7])([CH3:4])([CH3:2])[CH3:3]. (6) Given the reactants [N:1]1[CH:6]=[CH:5][CH:4]=[CH:3][C:2]=1[CH2:7][N:8]([CH2:15][C:16]1[CH:21]=[CH:20][CH:19]=[CH:18][N:17]=1)[CH2:9][CH2:10][CH2:11][CH2:12][CH2:13][NH2:14].[N:22]([C:25]1[CH:30]=[CH:29][C:28]([S:31]([NH2:34])(=[O:33])=[O:32])=[CH:27][CH:26]=1)=[C:23]=[S:24], predict the reaction product. The product is: [N:1]1[CH:6]=[CH:5][CH:4]=[CH:3][C:2]=1[CH2:7][N:8]([CH2:15][C:16]1[CH:21]=[CH:20][CH:19]=[CH:18][N:17]=1)[CH2:9][CH2:10][CH2:11][CH2:12][CH2:13][NH:14][C:23](=[S:24])[NH:22][C:25]1[CH:30]=[CH:29][C:28]([S:31]([NH2:34])(=[O:32])=[O:33])=[CH:27][CH:26]=1. (7) Given the reactants [Si]([O:8][CH2:9][C:10]1[N:15]=[CH:14][C:13]2[N:16]=[CH:17][N:18]([C:19]3[S:23][C:22]([C:24](OC)=[O:25])=[C:21]([O:28][CH2:29][C:30]4[CH:35]=[CH:34][CH:33]=[CH:32][C:31]=4[C:36]([F:39])([F:38])[F:37])[CH:20]=3)[C:12]=2[CH:11]=1)(C(C)(C)C)(C)C.[NH3:40], predict the reaction product. The product is: [OH:8][CH2:9][C:10]1[N:15]=[CH:14][C:13]2[N:16]=[CH:17][N:18]([C:19]3[S:23][C:22]([C:24]([NH2:40])=[O:25])=[C:21]([O:28][CH2:29][C:30]4[CH:35]=[CH:34][CH:33]=[CH:32][C:31]=4[C:36]([F:38])([F:37])[F:39])[CH:20]=3)[C:12]=2[CH:11]=1.